From a dataset of Catalyst prediction with 721,799 reactions and 888 catalyst types from USPTO. Predict which catalyst facilitates the given reaction. (1) Reactant: [CH2:1]([O:3][C:4](=[O:24])[C:5]([C:14]([C:16]1[C:21](Cl)=[CH:20][C:19]([Cl:23])=[CH:18][N:17]=1)=[O:15])=[CH:6][NH:7][C@H:8]([CH2:12][OH:13])[CH:9]([CH3:11])[CH3:10])[CH3:2].C(=O)([O-])[O-].[K+].[K+]. Product: [CH2:1]([O:3][C:4]([C:5]1[C:14](=[O:15])[C:16]2[C:21](=[CH:20][C:19]([Cl:23])=[CH:18][N:17]=2)[N:7]([CH:8]([CH2:12][OH:13])[CH:9]([CH3:11])[CH3:10])[CH:6]=1)=[O:24])[CH3:2]. The catalyst class is: 3. (2) Reactant: C(OCC)(=O)C.[CH2:7]=[CH:8][C:9]1[CH:14]=[CH:13][CH:12]=[CH:11][CH:10]=1.C=CC1C=CC=CC=1.[C:23]([O:27][CH2:28][CH:29]([CH2:34][CH3:35])[CH2:30][CH2:31][CH2:32][CH3:33])(=[O:26])[CH:24]=[CH2:25].C(O)(=O)C=C.C(OCCO)(=O)C=C. Product: [CH2:7]=[CH:8][C:9]1[CH:14]=[CH:13][CH:12]=[CH:11][CH:10]=1.[CH3:33][CH2:32][CH2:31][CH2:30][CH:29]([CH2:28][O:27][C:23]([CH:24]=[CH2:25])=[O:26])[CH2:34][CH3:35].[CH3:31][CH2:30][CH2:29][CH2:28][O:27][C:23]([CH:24]=[CH2:25])=[O:26]. The catalyst class is: 5. (3) Reactant: [H-].[Na+].[CH3:3][C:4]1[CH:5]=[C:6]([CH:20]=[CH:21][C:22]=1[CH3:23])[C:7]([C:9]1[C:18](=[O:19])[C:17]2[C:12](=[CH:13][CH:14]=[CH:15][CH:16]=2)[NH:11][CH:10]=1)=[O:8].[CH3:24][C:25]1[CH:26]=[C:27]([CH:30]=[CH:31][CH:32]=1)[CH2:28]Br. Product: [CH3:3][C:4]1[CH:5]=[C:6]([CH:20]=[CH:21][C:22]=1[CH3:23])[C:7]([CH:9]1[C:18](=[O:19])[C:17]2[C:12](=[CH:13][CH:14]=[CH:15][CH:16]=2)[N:11]([CH2:24][C:25]2[CH:32]=[CH:31][CH:30]=[C:27]([CH3:28])[CH:26]=2)[CH2:10]1)=[O:8]. The catalyst class is: 9. (4) Reactant: [CH3:1][C:2]1[C:7]([CH:8]([CH2:13][CH2:14][CH3:15])[C:9]([O:11]C)=[O:10])=[C:6]([N:16]2[CH2:21][CH2:20][N:19]([CH3:22])[CH2:18][CH2:17]2)[N:5]=[C:4]([C:23]2[CH:28]=[CH:27][CH:26]=[CH:25][CH:24]=2)[N:3]=1.[OH-].[Na+]. Product: [CH3:1][C:2]1[C:7]([CH:8]([CH2:13][CH2:14][CH3:15])[C:9]([OH:11])=[O:10])=[C:6]([N:16]2[CH2:17][CH2:18][N:19]([CH3:22])[CH2:20][CH2:21]2)[N:5]=[C:4]([C:23]2[CH:28]=[CH:27][CH:26]=[CH:25][CH:24]=2)[N:3]=1. The catalyst class is: 5. (5) Reactant: [Cl:1][C:2]1[CH:3]=[C:4]([CH:8]([CH3:11])[CH:9]=O)[CH:5]=[CH:6][CH:7]=1.C([O-])=O.[NH4+:15].C1COCC1.[BH4-].[Na+]. Product: [Cl:1][C:2]1[CH:3]=[C:4]([CH:8]([CH3:11])[CH2:9][NH2:15])[CH:5]=[CH:6][CH:7]=1. The catalyst class is: 6. (6) Reactant: [CH2:1]([O:3][C:4]([C:6]1(O)[CH2:10][N:9]([C:11]2[CH:16]=[CH:15][C:14]([CH3:17])=[CH:13][CH:12]=2)[C:8]([C:18]2[CH:23]=[CH:22][CH:21]=[CH:20][C:19]=2[O:24][CH3:25])=[N:7]1)=[O:5])[CH3:2].C1(C)C=CC(S(O)(=O)=O)=CC=1. Product: [CH2:1]([O:3][C:4]([C:6]1[N:7]=[C:8]([C:18]2[CH:23]=[CH:22][CH:21]=[CH:20][C:19]=2[O:24][CH3:25])[N:9]([C:11]2[CH:16]=[CH:15][C:14]([CH3:17])=[CH:13][CH:12]=2)[CH:10]=1)=[O:5])[CH3:2]. The catalyst class is: 11. (7) Reactant: [CH3:1][N:2]1[CH2:15][CH2:14][C:5]2[NH:6][C:7]3[CH:8]=[CH:9][C:10]([CH3:13])=[CH:11][C:12]=3[C:4]=2[CH2:3]1.P([O-])([O-])([O-])=O.[K+].[K+].[K+].Br[CH:25]=[C:26]([C:28]1[CH:33]=[CH:32][C:31]([F:34])=[CH:30][C:29]=1[F:35])[CH3:27]. Product: [F:35][C:29]1[CH:30]=[C:31]([F:34])[CH:32]=[CH:33][C:28]=1/[C:26](/[CH3:27])=[CH:25]\[N:6]1[C:7]2[CH:8]=[CH:9][C:10]([CH3:13])=[CH:11][C:12]=2[C:4]2[CH2:3][N:2]([CH3:1])[CH2:15][CH2:14][C:5]1=2. The catalyst class is: 122. (8) Reactant: C(O[BH-](OC(=O)C)OC(=O)C)(=O)C.[Na+].[CH3:15][S:16][CH2:17][CH2:18][CH:19]=O.[Cl:21][C:22]1[CH:27]=[C:26]([NH2:28])[CH:25]=[CH:24][C:23]=1[NH:29][C:30](=[O:38])[C@:31]([OH:37])([CH3:36])[C:32]([F:35])([F:34])[F:33].C(=O)([O-])O.[Na+]. Product: [Cl:21][C:22]1[CH:27]=[C:26]([NH:28][CH2:19][CH2:18][CH2:17][S:16][CH3:15])[CH:25]=[CH:24][C:23]=1[NH:29][C:30](=[O:38])[C@:31]([OH:37])([CH3:36])[C:32]([F:34])([F:33])[F:35]. The catalyst class is: 26. (9) Reactant: CC1C=CC(S(O[CH2:12][CH2:13][Cl:14])(=O)=O)=CC=1.[OH:15][C:16]1[CH:23]=[CH:22][CH:21]=[CH:20][C:17]=1[CH:18]=[O:19].C([O-])([O-])=O.[K+].[K+].O. Product: [Cl:14][CH2:13][CH2:12][O:15][C:16]1[CH:23]=[CH:22][CH:21]=[CH:20][C:17]=1[CH:18]=[O:19]. The catalyst class is: 3.